This data is from Catalyst prediction with 721,799 reactions and 888 catalyst types from USPTO. The task is: Predict which catalyst facilitates the given reaction. (1) Reactant: [CH2:1]([C:3]1(C(O)=O)[CH2:7][CH:6]=[CH:5][CH2:4]1)[CH3:2].CC[N:13]([CH:17](C)C)C(C)C.C1(P(N=[N+]=[N-])(C2C=CC=CC=2)=[O:27])C=CC=CC=1.[CH2:37]([OH:44])[C:38]1[CH:43]=[CH:42][CH:41]=[CH:40][CH:39]=1. Product: [CH2:1]([C:3]1([NH:13][C:17](=[O:27])[O:44][CH2:37][C:38]2[CH:43]=[CH:42][CH:41]=[CH:40][CH:39]=2)[CH2:4][CH:5]=[CH:6][CH2:7]1)[CH3:2]. The catalyst class is: 12. (2) Reactant: [OH:1][C:2]1[CH:7]=[CH:6][C:5]([C:8]([F:11])([F:10])[F:9])=[CH:4][CH:3]=1.Br[CH2:13][CH2:14][O:15][CH:16]1[CH2:21][CH2:20][CH2:19][CH2:18][O:17]1.C(=O)([O-])[O-].[K+].[K+].[I-].[Na+]. Product: [F:11][C:8]([F:9])([F:10])[C:5]1[CH:6]=[CH:7][C:2]([O:1][CH2:13][CH2:14][O:15][CH:16]2[CH2:21][CH2:20][CH2:19][CH2:18][O:17]2)=[CH:3][CH:4]=1. The catalyst class is: 18. (3) Reactant: CC#N.OOS([O-])=O.[K+].[C:10]([O-:13])(O)=[O:11].[Na+].[C:15]1(C=C[C:23]([C:25]2[CH:30]=[CH:29][CH:28]=[CH:27][CH:26]=2)=[O:24])[CH:20]=[CH:19][CH:18]=[CH:17][CH:16]=1. Product: [CH:23](=[O:24])[C:25]1[CH:30]=[CH:29][CH:28]=[CH:27][CH:26]=1.[C:10]([OH:13])(=[O:11])[C:15]1[CH:20]=[CH:19][CH:18]=[CH:17][CH:16]=1. The catalyst class is: 144. (4) Reactant: [Br:1][C:2]1[CH:3]=[C:4]2[C:9](=[CH:10][CH:11]=1)[N:8]=[CH:7][NH:6][C:5]2=[O:12].Br[CH2:14][CH2:15][OH:16].C(=O)([O-])[O-].[K+].[K+]. Product: [Br:1][C:2]1[CH:3]=[C:4]2[C:9](=[CH:10][CH:11]=1)[N:8]=[CH:7][N:6]([CH2:14][CH2:15][OH:16])[C:5]2=[O:12]. The catalyst class is: 44. (5) The catalyst class is: 53. Reactant: [CH3:1][O:2][C:3](=[O:16])/[C:4](/[C:8]1[CH:13]=[CH:12][C:11]([Cl:14])=[CH:10][C:9]=1[CH3:15])=[CH:5]/[O:6][CH3:7].CC(N=NC(C#N)(C)C)(C#N)C.[Br:29]N1C(=O)CCC1=O. Product: [CH3:1][O:2][C:3](=[O:16])/[C:4](/[C:8]1[CH:13]=[CH:12][C:11]([Cl:14])=[CH:10][C:9]=1[CH2:15][Br:29])=[CH:5]/[O:6][CH3:7]. (6) Reactant: [CH:1]1([CH2:4][O:5][NH:6][C:7]([C:9]2[C:22]([NH:23][C:24]3[CH:29]=[CH:28][C:27]([Br:30])=[CH:26][C:25]=3[Cl:31])=[C:21]([F:32])[C:12]3[N:13]=[CH:14][N:15]([CH2:16][CH2:17][CH2:18][CH2:19]Cl)[C:11]=3[CH:10]=2)=[O:8])[CH2:3][CH2:2]1.[I-].[Na+].[CH3:35][N:36]1[CH2:41][CH2:40][NH:39][CH2:38][CH2:37]1. Product: [CH:1]1([CH2:4][O:5][NH:6][C:7]([C:9]2[C:22]([NH:23][C:24]3[CH:29]=[CH:28][C:27]([Br:30])=[CH:26][C:25]=3[Cl:31])=[C:21]([F:32])[C:12]3[N:13]=[CH:14][N:15]([CH2:16][CH2:17][CH2:18][CH2:19][N:39]4[CH2:40][CH2:41][N:36]([CH3:35])[CH2:37][CH2:38]4)[C:11]=3[CH:10]=2)=[O:8])[CH2:2][CH2:3]1. The catalyst class is: 13. (7) Reactant: [CH:1]1([N:6]2[C:15]3[N:14]=[C:13]([C:16]4[CH:21]=[CH:20][N:19]=[C:18]([OH:22])[CH:17]=4)[N:12]=[CH:11][C:10]=3[N:9]3[CH:23]=[N:24][N:25]=[C:8]3[C@H:7]2[CH2:26][CH3:27])[CH2:5][CH2:4][CH2:3][CH2:2]1.[CH2:28]1CCN2C(=NCCC2)CC1.P(OC)(OC)(OC)=O. Product: [CH:1]1([N:6]2[C:15]3[N:14]=[C:13]([C:16]4[CH:21]=[CH:20][N:19]([CH3:28])[C:18](=[O:22])[CH:17]=4)[N:12]=[CH:11][C:10]=3[N:9]3[CH:23]=[N:24][N:25]=[C:8]3[C@H:7]2[CH2:26][CH3:27])[CH2:2][CH2:3][CH2:4][CH2:5]1. The catalyst class is: 12. (8) Reactant: [NH2:1][C:2]1[CH:6]=[C:5]([C:7]2[CH:12]=[CH:11][C:10]([O:13][CH3:14])=[CH:9][CH:8]=2)[S:4][C:3]=1[C:15]([OH:17])=[O:16].[N:18]([C:21]1[C:26]([CH3:27])=[CH:25][C:24]([CH3:28])=[CH:23][C:22]=1[CH3:29])=[C:19]=[O:20].C(N(CC)CC)C. Product: [CH3:14][O:13][C:10]1[CH:9]=[CH:8][C:7]([C:5]2[S:4][C:3]([C:15]([OH:17])=[O:16])=[C:2]([NH:1][C:19]([NH:18][C:21]3[C:22]([CH3:29])=[CH:23][C:24]([CH3:28])=[CH:25][C:26]=3[CH3:27])=[O:20])[CH:6]=2)=[CH:12][CH:11]=1. The catalyst class is: 3. (9) Reactant: [ClH:1].N[NH:3][C:4]([NH:6][NH2:7])=[NH:5].[F:8][C:9]([F:14])([F:13])[C:10]([O-:12])=[O:11].[Na+:15].C(#[N:18])C. Product: [F:8][C:9]([F:14])([F:13])[C:10]([O-:12])=[O:11].[NH2:18][N+:6]([NH2:7])=[C:4]([NH2:5])[NH2:3].[Cl-:1].[Na+:15]. The catalyst class is: 21. (10) Reactant: Br[C:2]1[C:3]([NH2:8])=[N:4][CH:5]=[CH:6][CH:7]=1.CC1(C)C(C)(C)OB([C:17]2[CH:22]=[CH:21][C:20]([O:23][C:24]3[CH:29]=[CH:28][C:27]([CH3:30])=[CH:26][CH:25]=3)=[CH:19][CH:18]=2)O1.C(=O)([O-])[O-].[Na+].[Na+]. Product: [CH3:30][C:27]1[CH:28]=[CH:29][C:24]([O:23][C:20]2[CH:21]=[CH:22][C:17]([C:2]3[C:3]([NH2:8])=[N:4][CH:5]=[CH:6][CH:7]=3)=[CH:18][CH:19]=2)=[CH:25][CH:26]=1. The catalyst class is: 108.